This data is from Full USPTO retrosynthesis dataset with 1.9M reactions from patents (1976-2016). The task is: Predict the reactants needed to synthesize the given product. (1) Given the product [C:17]([O:16][C:12](=[O:15])/[CH:13]=[CH:14]/[C:2]1[S:6][C:5]([CH3:7])=[C:4]([C:8]([O:10][CH3:11])=[O:9])[CH:3]=1)([CH3:20])([CH3:19])[CH3:18], predict the reactants needed to synthesize it. The reactants are: Br[C:2]1[S:6][C:5]([CH3:7])=[C:4]([C:8]([O:10][CH3:11])=[O:9])[CH:3]=1.[C:12]([O:16][C:17]([CH3:20])([CH3:19])[CH3:18])(=[O:15])[CH:13]=[CH2:14].C1(C)C=CC=CC=1P(C1C=CC=CC=1C)C1C=CC=CC=1C.CCN(CC)CC. (2) Given the product [Cl:30][C:27]1[CH:28]=[CH:29][C:24]([CH:8]2[C:5]3[N:6]([CH3:7])[C:2]([CH:31]4[CH2:33][CH2:32]4)=[N:3][C:4]=3[C:10](=[O:11])[N:9]2[C:12]2[CH:13]=[C:14]([O:22][CH3:23])[C:15]3[N:16]([C:18]([CH3:21])=[N:19][N:20]=3)[CH:17]=2)=[CH:25][CH:26]=1, predict the reactants needed to synthesize it. The reactants are: Br[C:2]1[N:6]([CH3:7])[C:5]2[CH:8]([C:24]3[CH:29]=[CH:28][C:27]([Cl:30])=[CH:26][CH:25]=3)[N:9]([C:12]3[CH:13]=[C:14]([O:22][CH3:23])[C:15]4[N:16]([C:18]([CH3:21])=[N:19][N:20]=4)[CH:17]=3)[C:10](=[O:11])[C:4]=2[N:3]=1.[CH:31]1([B-](F)(F)F)[CH2:33][CH2:32]1.[K+]. (3) Given the product [Cl:23][C:22]1[C:16]2[O:15][CH2:14][C@H:13]([CH2:12][N:31]([CH2:32][CH2:33][CH3:34])[CH2:28][CH2:29][CH3:30])[O:18][C:17]=2[CH:19]=[C:20]([S:24]([CH3:27])(=[O:25])=[O:26])[CH:21]=1, predict the reactants needed to synthesize it. The reactants are: CC1C=CC(S(O[CH2:12][C@@H:13]2[O:18][C:17]3[CH:19]=[C:20]([S:24]([CH3:27])(=[O:26])=[O:25])[CH:21]=[C:22]([Cl:23])[C:16]=3[O:15][CH2:14]2)(=O)=O)=CC=1.[CH2:28]([NH:31][CH2:32][CH2:33][CH3:34])[CH2:29][CH3:30]. (4) Given the product [F:21][C:2]1([F:1])[CH2:5][N:4]([C:6]2[N:7]=[CH:8][C:9]([C:17]([OH:19])=[O:18])=[N:10][C:11]=2[O:12][CH2:13][CH:14]([F:15])[F:16])[CH2:3]1, predict the reactants needed to synthesize it. The reactants are: [F:1][C:2]1([F:21])[CH2:5][N:4]([C:6]2[N:7]=[CH:8][C:9]([C:17]([O:19]C)=[O:18])=[N:10][C:11]=2[O:12][CH2:13][CH:14]([F:16])[F:15])[CH2:3]1.O.[OH-].[Li+]. (5) Given the product [F:24][C:2]([F:1])([F:25])[C:3]1[CH:4]=[CH:5][C:6]([CH:9]2[C:18]3[C:13](=[CH:14][CH:15]=[CH:16][CH:17]=3)[CH2:12][CH2:11][N:10]2[C:19]([O:21][CH2:22][CH3:23])=[O:20])=[CH:7][CH:8]=1, predict the reactants needed to synthesize it. The reactants are: [F:1][C:2]([F:25])([F:24])[C:3]1[CH:8]=[CH:7][C:6]([CH:9]2[C:18]3[C:13](=[CH:14][CH:15]=[CH:16][CH:17]=3)[CH:12]=[CH:11][N:10]2[C:19]([O:21][CH2:22][CH3:23])=[O:20])=[CH:5][CH:4]=1. (6) Given the product [CH2:1]([O:3][C:4](=[O:40])[C@H:5]([CH3:39])[CH2:6][C@H:7]([NH:22][C:23]([C:25]1[N:29]=[N:28][NH:27][N:26]=1)=[O:24])[CH2:8][C:9]1[CH:10]=[CH:11][C:12]([C:15]2[CH:20]=[CH:19][CH:18]=[C:17]([Cl:21])[CH:16]=2)=[CH:13][CH:14]=1)[CH3:2], predict the reactants needed to synthesize it. The reactants are: [CH2:1]([O:3][C:4](=[O:40])[C@@H:5]([CH3:39])[CH2:6][CH:7]([NH:22][C:23]([C:25]1[N:26]=[N:27][N:28](CC2C=CC(OC)=CC=2)[N:29]=1)=[O:24])[CH2:8][C:9]1[CH:14]=[CH:13][C:12]([C:15]2[CH:20]=[CH:19][CH:18]=[C:17]([Cl:21])[CH:16]=2)=[CH:11][CH:10]=1)[CH3:2]. (7) The reactants are: [C:1]([NH:8][CH2:9][CH2:10][NH2:11])([O:3][C:4]([CH3:7])([CH3:6])[CH3:5])=[O:2].Cl[C:13]1[CH:20]=[CH:19][C:16]([C:17]#[N:18])=[CH:15][N:14]=1.C(=O)(O)[O-].[K+].O. Given the product [C:17]([C:16]1[CH:19]=[CH:20][C:13]([NH:11][CH2:10][CH2:9][NH:8][C:1](=[O:2])[O:3][C:4]([CH3:5])([CH3:6])[CH3:7])=[N:14][CH:15]=1)#[N:18], predict the reactants needed to synthesize it. (8) Given the product [C:1]([C:9]1[CH:10]=[N:11][C:12]2[C:17]([C:18]=1[C:19]1[CH:20]=[C:21]([N:25]([CH2:26][C:27]3[CH:28]=[CH:29][C:30]([CH2:33][C:34]([O:36][CH3:37])=[O:35])=[CH:31][CH:32]=3)[CH3:42])[CH:22]=[CH:23][CH:24]=1)=[CH:16][CH:15]=[CH:14][C:13]=2[C:38]([F:39])([F:40])[F:41])(=[O:8])[C:2]1[CH:7]=[CH:6][CH:5]=[CH:4][CH:3]=1, predict the reactants needed to synthesize it. The reactants are: [C:1]([C:9]1[CH:10]=[N:11][C:12]2[C:17]([C:18]=1[C:19]1[CH:20]=[C:21]([NH:25][CH2:26][C:27]3[CH:32]=[CH:31][C:30]([CH2:33][C:34]([O:36][CH3:37])=[O:35])=[CH:29][CH:28]=3)[CH:22]=[CH:23][CH:24]=1)=[CH:16][CH:15]=[CH:14][C:13]=2[C:38]([F:41])([F:40])[F:39])(=[O:8])[C:2]1[CH:7]=[CH:6][CH:5]=[CH:4][CH:3]=1.[CH2:42]=O.